From a dataset of Peptide-MHC class I binding affinity with 185,985 pairs from IEDB/IMGT. Regression. Given a peptide amino acid sequence and an MHC pseudo amino acid sequence, predict their binding affinity value. This is MHC class I binding data. (1) The peptide sequence is ELIRRVRRY. The MHC is HLA-B15:17 with pseudo-sequence HLA-B15:17. The binding affinity (normalized) is 0.266. (2) The peptide sequence is WKQWRRDNR. The MHC is Mamu-B03 with pseudo-sequence Mamu-B03. The binding affinity (normalized) is 0.391. (3) The peptide sequence is GILGFVFTL. The MHC is HLA-A02:01 with pseudo-sequence HLA-A02:01. The binding affinity (normalized) is 0.861. (4) The binding affinity (normalized) is 0.300. The peptide sequence is SALTLHWFRK. The MHC is HLA-A32:01 with pseudo-sequence HLA-A32:01. (5) The peptide sequence is LNRRRRTAG. The MHC is HLA-B08:01 with pseudo-sequence HLA-B08:01. The binding affinity (normalized) is 0.390. (6) The peptide sequence is NLEMIDERKY. The MHC is HLA-A31:01 with pseudo-sequence HLA-A31:01. The binding affinity (normalized) is 0.0670. (7) The peptide sequence is LTMSIMPVL. The MHC is Mamu-A01 with pseudo-sequence Mamu-A01. The binding affinity (normalized) is 0.603. (8) The peptide sequence is VAKCCSKTNT. The MHC is HLA-A02:03 with pseudo-sequence HLA-A02:03. The binding affinity (normalized) is 0.0773. (9) The peptide sequence is GEILLLEWL. The MHC is HLA-B44:02 with pseudo-sequence HLA-B44:02. The binding affinity (normalized) is 0.793.